Dataset: Experimentally validated miRNA-target interactions with 360,000+ pairs, plus equal number of negative samples. Task: Binary Classification. Given a miRNA mature sequence and a target amino acid sequence, predict their likelihood of interaction. (1) The miRNA is hsa-miR-1286 with sequence UGCAGGACCAAGAUGAGCCCU. The protein sequence of the target gene is MATKIDKEACRAAYNLVRDDGSAVIWVTFKYDGSTIVPGEQGAEYQHFIQQCTDDVRLFAFVRFTTGDAMSKRSKFALITWIGENVSGLQRAKTGTDKTLVKEVVQNFAKEFVISDRKELEEDFIKSELKKAGGANYDAQTE. Result: 1 (interaction). (2) The miRNA is hsa-miR-6867-5p with sequence UGUGUGUGUAGAGGAAGAAGGGA. The protein sequence of the target gene is MGTTASTAQQTVSAGTPFEGLQGSGTMDSRHSVSIHSFQSTSLHNSKAKSIIPNKVAPVVITYNCKEEFQIHDELLKAHYTLGRLSDNTPEHYLVQGRYFLVRDVTEKMDVLGTVGSCGAPNFRQVQGGLTVFGMGQPSLSGFRRVLQKLQKDGHRECVIFCVREEPVLFLRADEDFVSYTPRDKQNLHENLQGLGPGVRVESLELAIRKEIHDFAQLSENTYHVYHNTEDLWGEPHAVAIHGEDDLHVTEEVYKRPLFLQPTYRYHRLPLPEQGSPLEAQLDAFVSVLRETPSLLQLRD.... Result: 0 (no interaction). (3) Result: 1 (interaction). The protein sequence of the target gene is MAKAGRAGGPPPGGGAPWHLRNVLSDSVESSDDEFFDAREEMAEGKNAILIGMSQWNSNDLVEQIETMGKLDEHQGEGTAPCTSSILQEKQRELYRVSLRRQRFPAQGSIEIHEDSEEGCPQRSCKTHVLLLVLHGGNILDTGAGDPSCKAADIHTFSSVLEKVTRAHFPAALGHILIKFVPCPAICSEAFSLVSHLNPYSHDEGCLSSSQDHVPLAALPLLAISSPQYQDAVATVIERANQVYREFLKSSDGIGFSGQVCLIGDCVGGLLAFDAICYSAGPSGDSPASSSRKGSISSTQ.... The miRNA is hsa-miR-4297 with sequence UGCCUUCCUGUCUGUG. (4) The miRNA is mmu-miR-3102-3p with sequence GAGCACCCCAUUGGCUACCCACA. The protein sequence of the target gene is MAWSASVRGLGQRVLACSRELPGAWRTLHTSAVCAKNRAARVRVAKGNKPVSYEEAHAPHYIAHRKGWLSLHTGNLDGEDHAAERTLEDVFLRKFMMGTFPGCLADQIVLKRRANQVDICALVLRQLPAHKFYFLVGYSETLLSHFYKCPVRLHLQTVPSKVVYKYI. Result: 1 (interaction). (5) The miRNA is mmu-miR-28c with sequence AGGAGCUCACAGUCUAUUGA. The protein sequence of the target gene is MSSFSESALEKKLSELSNSQQSVQTLSLWLIHHRKHAGPIVSVWHRELRKAKSNRKLTFLYLANDVIQNSKRKGPEFTREFESVLVDAFSHVAREADEGCKKPLERLLNIWQERSVYGGEFIQQLKLSMEDSKSPPPKAAEEKKSLKRTFQQIQEEEDDDYPGSYSPQDPSAGPLLTEELIKALQDLENAASGDATVRQKIASLPQEVQDVSLLEKITDKEAAERLSKTVDEACLLLAEYNGRLAAELEDRRQLARMLVEYTQNQKEVLSEKEKKLEEYKQKLARVTQVRKELKSHIQSL.... Result: 0 (no interaction). (6) The miRNA is hsa-miR-6499-3p with sequence AGCAGUGUUUGUUUUGCCCACA. The protein sequence of the target gene is MTTTLVSATIFDLSEVLCKGNKMLNYSAPSAGGCLLDRKAVGTPAGGGFPRRHSVTLPSSKFHQNQLLSSLKGEPAPALSSRDSRFRDRSFSEGGERLLPTQKQPGGGQVNSSRYKTELCRPFEENGACKYGDKCQFAHGIHELRSLTRHPKYKTELCRTFHTIGFCPYGPRCHFIHNAEERRALAGARDLSADRPRLQHSFSFAGFPSAAATAAATGLLDSPTSITPPPILSADDLLGSPTLPDGTNNPFAFSSQELASLFAPSMGLPGGGSPTTFLFRPMSESPHMFDSPPSPQDSLS.... Result: 1 (interaction).